Dataset: Forward reaction prediction with 1.9M reactions from USPTO patents (1976-2016). Task: Predict the product of the given reaction. (1) Given the reactants [Cl:1][C:2]1[N:7]=[CH:6][C:5]2[NH:8][C:9](SC)=[N:10][C:4]=2[CH:3]=1.[S:13]([O-:18])(O[O-])(=O)=[O:14].[K+].[K+].[CH3:21]C#N.O, predict the reaction product. The product is: [Cl:1][C:2]1[N:7]=[CH:6][C:5]2[NH:8][C:9]([S:13]([CH3:21])(=[O:18])=[O:14])=[N:10][C:4]=2[CH:3]=1. (2) Given the reactants [CH:1]1[C:9]2[C:10]3[C@@H:15]([CH2:16][C:7]4[C:8]=2[C:4]([NH:5][CH:6]=4)=[CH:3][CH:2]=1)[NH:14][CH2:13][C@H:12]([C:17]([N:19]1[CH2:23][CH2:22][CH2:21][CH2:20]1)=[O:18])[CH:11]=3.[N:24]([C:27]1[CH:32]=[CH:31][CH:30]=[CH:29][C:28]=1[O:33][CH3:34])=[C:25]=[O:26].[N-]=C=O, predict the reaction product. The product is: [CH3:34][O:33][C:28]1[CH:29]=[CH:30][CH:31]=[CH:32][C:27]=1[NH:24][C:25]([N:14]1[C@H:15]2[C:10]([C:9]3[CH:1]=[CH:2][CH:3]=[C:4]4[C:8]=3[C:7](=[CH:6][NH:5]4)[CH2:16]2)=[CH:11][C@@H:12]([C:17]([N:19]2[CH2:20][CH2:21][CH2:22][CH2:23]2)=[O:18])[CH2:13]1)=[O:26]. (3) Given the reactants [O:1]=[C:2]1[O:8][C:7]2[CH:9]=[CH:10][CH:11]=[CH:12][C:6]=2[O:5][C:4]2[C:13]([C:17](O)=[O:18])=[CH:14][CH:15]=[CH:16][C:3]1=2.[Cr](Cl)([O-])(=O)=O.[NH+]1C=CC=CC=1, predict the reaction product. The product is: [O:1]=[C:2]1[O:8][C:7]2[CH:9]=[CH:10][CH:11]=[CH:12][C:6]=2[O:5][C:4]2[C:13]([CH:17]=[O:18])=[CH:14][CH:15]=[CH:16][C:3]1=2. (4) Given the reactants [CH3:1][C:2]1[CH:3]=[N:4][C:5]([CH2:11][S+:12]([O-:24])[C:13]2[NH:14][C:15]3[CH:16]=[CH:17][C:18]([O:22][CH3:23])=[CH:19][C:20]=3[N:21]=2)=[C:6]([CH3:10])[C:7]=1[O:8][CH3:9].C(#N)C.[OH-].[Na+:29].O, predict the reaction product. The product is: [CH3:1][C:2]1[CH:3]=[N:4][C:5]([CH2:11][S+:12]([O-:24])[C:13]2[N-:14][C:15]3[CH:16]=[CH:17][C:18]([O:22][CH3:23])=[CH:19][C:20]=3[N:21]=2)=[C:6]([CH3:10])[C:7]=1[O:8][CH3:9].[Na+:29]. (5) Given the reactants [CH3:1][N:2]1[C:6]([CH:7]=O)=[CH:5][N:4]=[CH:3]1.[CH3:9][C:10]([S@:13]([NH2:15])=[O:14])([CH3:12])[CH3:11], predict the reaction product. The product is: [CH3:9][C:10]([S@:13](/[N:15]=[CH:7]/[C:6]1[N:2]([CH3:1])[CH:3]=[N:4][CH:5]=1)=[O:14])([CH3:12])[CH3:11]. (6) The product is: [O:25]1[CH2:26][CH2:27][N:22]([C:3]2[C:2]([C:36]3[NH:35][N:34]=[CH:38][CH:37]=3)=[CH:21][C:6]([C:7]([NH:9][C:10]3[CH:15]=[CH:14][C:13]([O:16][C:17]([F:20])([F:19])[F:18])=[CH:12][CH:11]=3)=[O:8])=[CH:5][N:4]=2)[CH2:23][CH2:24]1. Given the reactants Br[C:2]1[C:3]([N:22]2[CH2:27][CH2:26][O:25][CH2:24][CH2:23]2)=[N:4][CH:5]=[C:6]([CH:21]=1)[C:7]([NH:9][C:10]1[CH:15]=[CH:14][C:13]([O:16][C:17]([F:20])([F:19])[F:18])=[CH:12][CH:11]=1)=[O:8].O1CCCCC1[N:34]1[C:38](B2OC(C)(C)C(C)(C)O2)=[CH:37][CH:36]=[N:35]1.[O-]P([O-])([O-])=O.[K+].[K+].[K+].C(O)(C(F)(F)F)=O, predict the reaction product. (7) Given the reactants [CH2:1]([C@@:5]1([CH2:28][CH3:29])[NH:11][C@H:10]([C:12]2[CH:17]=[CH:16][CH:15]=[CH:14][CH:13]=2)[C:9]2[CH:18]=[C:19]([O:24][CH3:25])[C:20]([CH:22]=O)=[CH:21][C:8]=2[S:7](=[O:27])(=[O:26])[CH2:6]1)[CH2:2][CH2:3][CH3:4].[NH2:30][CH2:31][CH2:32][P:33](=[O:40])([O:37][CH2:38][CH3:39])[O:34][CH2:35][CH3:36].O.Cl, predict the reaction product. The product is: [CH2:1]([C@@:5]1([CH2:28][CH3:29])[NH:11][C@H:10]([C:12]2[CH:17]=[CH:16][CH:15]=[CH:14][CH:13]=2)[C:9]2[CH:18]=[C:19]([O:24][CH3:25])[C:20]([CH2:22][NH:30][CH2:31][CH2:32][P:33](=[O:40])([O:34][CH2:35][CH3:36])[O:37][CH2:38][CH3:39])=[CH:21][C:8]=2[S:7](=[O:26])(=[O:27])[CH2:6]1)[CH2:2][CH2:3][CH3:4]. (8) Given the reactants [Cl:1][C:2]1[CH:7]=[CH:6][C:5]([C:8]2[O:9][C:10]3[C:11](=[C:13]([C:17](O)=[O:18])[CH:14]=[CH:15][CH:16]=3)[N:12]=2)=[C:4]([O:20][CH3:21])[CH:3]=1.Cl.C(N=C=NCCCN(C)C)C.ON1C2C=CC=CC=2N=N1.Cl.Cl.[NH2:46][C@H:47]1[CH:52]2[CH2:53][CH2:54][N:49]([CH2:50][CH2:51]2)[CH2:48]1.C(N(CC)CC)C, predict the reaction product. The product is: [N:49]12[CH2:54][CH2:53][CH:52]([CH2:51][CH2:50]1)[C@H:47]([NH:46][C:17]([C:13]1[CH:14]=[CH:15][CH:16]=[C:10]3[O:9][C:8]([C:5]4[CH:6]=[CH:7][C:2]([Cl:1])=[CH:3][C:4]=4[O:20][CH3:21])=[N:12][C:11]=13)=[O:18])[CH2:48]2.